From a dataset of Forward reaction prediction with 1.9M reactions from USPTO patents (1976-2016). Predict the product of the given reaction. (1) The product is: [C:1]([O:5][C:6]([N:8]1[CH2:13][CH2:12][CH:11]([O:14][C:18]2[CH:19]=[C:20]3[C:25](=[CH:26][C:27]=2[C:28]2[CH:29]=[CH:30][CH:31]=[CH:32][CH:33]=2)[C:24](=[O:34])[N:23]([CH2:35][C:36]2[CH:37]=[CH:38][C:39]([O:42][CH3:43])=[CH:40][CH:41]=2)[CH:22]=[CH:21]3)[CH2:10][CH2:9]1)=[O:7])([CH3:4])([CH3:2])[CH3:3]. Given the reactants [C:1]([O:5][C:6]([N:8]1[CH2:13][CH2:12][CH:11]([OH:14])[CH2:10][CH2:9]1)=[O:7])([CH3:4])([CH3:3])[CH3:2].[H-].[Na+].F[C:18]1[CH:19]=[C:20]2[C:25](=[CH:26][C:27]=1[C:28]1[CH:33]=[CH:32][CH:31]=[CH:30][CH:29]=1)[C:24](=[O:34])[N:23]([CH2:35][C:36]1[CH:41]=[CH:40][C:39]([O:42][CH3:43])=[CH:38][CH:37]=1)[CH:22]=[CH:21]2, predict the reaction product. (2) Given the reactants [NH2:1][C:2]1[CH:7]=[CH:6][CH:5]=[CH:4][C:3]=1[NH:8][C:9](=O)[C:10]1[CH:15]=[C:14]([N:16]2[CH2:21][CH2:20][N:19]([CH2:22][CH2:23][N:24]([CH3:26])[CH3:25])[CH2:18][CH2:17]2)[CH:13]=[CH:12][C:11]=1[Cl:27], predict the reaction product. The product is: [NH:8]1[C:3]2[CH:4]=[CH:5][CH:6]=[CH:7][C:2]=2[N:1]=[C:9]1[C:10]1[CH:15]=[C:14]([N:16]2[CH2:21][CH2:20][N:19]([CH2:22][CH2:23][N:24]([CH3:26])[CH3:25])[CH2:18][CH2:17]2)[CH:13]=[CH:12][C:11]=1[Cl:27]. (3) Given the reactants [BH4-].[Li+].[C:3]([O:7][C:8]([N:10]([CH2:32][O:33][CH2:34][CH2:35][Si:36]([CH3:39])([CH3:38])[CH3:37])[C:11]1[S:12][C@:13]2([C:28](OC)=[O:29])[C@H:15]([C@:16]([C:20]3[CH:25]=[CH:24][CH:23]=[C:22]([F:26])[C:21]=3[F:27])([CH2:18][F:19])[N:17]=1)[CH2:14]2)=[O:9])([CH3:6])([CH3:5])[CH3:4].CO.[Cl-].[Na+], predict the reaction product. The product is: [C:3]([O:7][C:8](=[O:9])[N:10]([C:11]1[S:12][C@:13]2([CH2:28][OH:29])[C@H:15]([C@:16]([C:20]3[CH:25]=[CH:24][CH:23]=[C:22]([F:26])[C:21]=3[F:27])([CH2:18][F:19])[N:17]=1)[CH2:14]2)[CH2:32][O:33][CH2:34][CH2:35][Si:36]([CH3:37])([CH3:38])[CH3:39])([CH3:6])([CH3:4])[CH3:5].